Dataset: Orexin1 receptor HTS with 218,158 compounds and 233 confirmed actives. Task: Binary Classification. Given a drug SMILES string, predict its activity (active/inactive) in a high-throughput screening assay against a specified biological target. The drug is Brc1cc(C(=S)N2CCOCC2)cc(OCC)c1OS(=O)(=O)c1ccccc1. The result is 1 (active).